Dataset: Reaction yield outcomes from USPTO patents with 853,638 reactions. Task: Predict the reaction yield, written as a fraction of the theoretical maximum amount of product (1.0 means a 100% yield; for example, 0.34 means a 34% yield). (1) The reactants are [I:1][C:2]1[CH:3]=[N:4][NH:5][CH:6]=1.[H-].[Na+].CS(O[CH:14]1[CH2:17][N:16]([C:18]([O:20][C:21]([CH3:24])([CH3:23])[CH3:22])=[O:19])[CH2:15]1)(=O)=O. The catalyst is CN(C=O)C. The product is [I:1][C:2]1[CH:3]=[N:4][N:5]([CH:14]2[CH2:15][N:16]([C:18]([O:20][C:21]([CH3:24])([CH3:23])[CH3:22])=[O:19])[CH2:17]2)[CH:6]=1. The yield is 0.620. (2) The reactants are [F:1][C:2]([F:15])([F:14])[C:3]1[CH:13]=[CH:12][C:6](/[CH:7]=[CH:8]/[C:9]([OH:11])=O)=[CH:5][CH:4]=1.[CH2:16]([N:23]1[CH2:28][CH2:27][N:26]([C:29](=[O:51])[C@@H:30]([NH:38][CH2:39][C:40]2[CH:45]=[CH:44][C:43]([CH2:46][CH2:47][CH2:48][CH2:49][CH3:50])=[CH:42][CH:41]=2)[CH2:31][C:32]2[CH:37]=[CH:36][CH:35]=[CH:34][CH:33]=2)[CH2:25][CH2:24]1)[C:17]1[CH:22]=[CH:21][CH:20]=[CH:19][CH:18]=1.O. The catalyst is ClCCl.CCN(C(C)C)C(C)C. The product is [CH2:31]([C@H:30]([N:38]([CH2:39][C:40]1[CH:41]=[CH:42][C:43]([CH2:46][CH2:47][CH2:48][CH2:49][CH3:50])=[CH:44][CH:45]=1)[C:9](=[O:11])[CH:8]=[CH:7][C:6]1[CH:5]=[CH:4][C:3]([C:2]([F:1])([F:15])[F:14])=[CH:13][CH:12]=1)[C:29]([N:26]1[CH2:25][CH2:24][N:23]([CH2:16][C:17]2[CH:22]=[CH:21][CH:20]=[CH:19][CH:18]=2)[CH2:28][CH2:27]1)=[O:51])[C:32]1[CH:33]=[CH:34][CH:35]=[CH:36][CH:37]=1. The yield is 0.580. (3) The reactants are [N:1]1[O:2][N:3]=[C:4]2[CH:9]=[C:8]([C:10]3[O:14][C:13]([CH3:16])([CH3:15])[C:12](=[O:17])[C:11]=3Br)[CH:7]=[CH:6][C:5]=12.CC1(C)C(C)(C)OB([C:27]2[CH:44]=[CH:43][C:30]([O:31][CH2:32][C:33]3[CH:42]=[CH:41][C:40]4[C:35](=[CH:36][CH:37]=[CH:38][CH:39]=4)[N:34]=3)=[CH:29][CH:28]=2)O1.C([O-])([O-])=O.[Cs+].[Cs+]. The catalyst is C1(C)C=CC=CC=1.O.C1C=CC(P(C2C=CC=CC=2)[C-]2C=CC=C2)=CC=1.C1C=CC(P(C2C=CC=CC=2)[C-]2C=CC=C2)=CC=1.Cl[Pd]Cl.[Fe+2]. The product is [N:1]1[O:2][N:3]=[C:4]2[CH:9]=[C:8]([C:10]3[O:14][C:13]([CH3:16])([CH3:15])[C:12](=[O:17])[C:11]=3[C:27]3[CH:28]=[CH:29][C:30]([O:31][CH2:32][C:33]4[CH:42]=[CH:41][C:40]5[C:35](=[CH:36][CH:37]=[CH:38][CH:39]=5)[N:34]=4)=[CH:43][CH:44]=3)[CH:7]=[CH:6][C:5]=12. The yield is 0.570. (4) The reactants are [S:1]1[CH:5]=[CH:4][N:3]=[C:2]1[CH:6]([O:13][C:14]1[CH:15]=[CH:16][C:17]([CH2:23][CH2:24][C:25]2[CH:30]=[CH:29][C:28]([F:31])=[CH:27][CH:26]=2)=[C:18]([CH:22]=1)[C:19](O)=[O:20])[CH2:7][N:8]1[CH:12]=[CH:11][N:10]=[CH:9]1.[NH2:32][C@@H:33]([CH2:41][CH2:42][S:43]([CH3:46])(=[O:45])=[O:44])[C:34]([O:36][C:37]([CH3:40])([CH3:39])[CH3:38])=[O:35]. No catalyst specified. The product is [S:1]1[CH:5]=[CH:4][N:3]=[C:2]1[CH:6]([O:13][C:14]1[CH:15]=[CH:16][C:17]([CH2:23][CH2:24][C:25]2[CH:26]=[CH:27][C:28]([F:31])=[CH:29][CH:30]=2)=[C:18]([CH:22]=1)[C:19]([NH:32][C@@H:33]([CH2:41][CH2:42][S:43]([CH3:46])(=[O:45])=[O:44])[C:34]([O:36][C:37]([CH3:39])([CH3:40])[CH3:38])=[O:35])=[O:20])[CH2:7][N:8]1[CH:12]=[CH:11][N:10]=[CH:9]1. The yield is 0.750. (5) The reactants are [H-].[H-].[H-].[H-].[Li+].[Al+3].[CH3:7][CH2:8][CH:9]([NH:12][C:13](=O)[CH:14]([CH3:16])[CH3:15])[CH2:10][CH3:11]. The catalyst is C1COCC1. The product is [CH2:13]([NH:12][CH:9]([CH2:10][CH3:11])[CH2:8][CH3:7])[CH:14]([CH3:16])[CH3:15]. The yield is 0.810. (6) The reactants are [OH:1][CH:2]([C:6]1[CH:11]=[CH:10][C:9]([C:12]2[N:16]=[C:15]([C:17]3[O:21][N:20]=[C:19]([C:22]4[CH:27]=[CH:26][CH:25]=[CH:24][CH:23]=4)[C:18]=3[C:28]([F:31])([F:30])[F:29])[O:14][N:13]=2)=[CH:8][CH:7]=1)[C:3]([OH:5])=O.[NH:32]1[C:36]2[CH:37]=[CH:38][CH:39]=[CH:40][C:35]=2[N:34]=[C:33]1[CH2:41][NH2:42].CN(C(ON1N=NC2C=CC=NC1=2)=[N+](C)C)C.F[P-](F)(F)(F)(F)F.CN1CCOCC1. The catalyst is CN(C=O)C. The product is [NH:32]1[C:36]2[CH:37]=[CH:38][CH:39]=[CH:40][C:35]=2[N:34]=[C:33]1[CH2:41][NH:42][C:3](=[O:5])[CH:2]([OH:1])[C:6]1[CH:11]=[CH:10][C:9]([C:12]2[N:16]=[C:15]([C:17]3[O:21][N:20]=[C:19]([C:22]4[CH:23]=[CH:24][CH:25]=[CH:26][CH:27]=4)[C:18]=3[C:28]([F:30])([F:29])[F:31])[O:14][N:13]=2)=[CH:8][CH:7]=1. The yield is 0.493. (7) The reactants are [Li]CCCC.Br[C:7]1[C:12]([CH:13]2[O:17]CCO2)=[C:11]([F:18])[C:10](CCC)=[CH:9][CH:8]=1.[B:22]([O:27]C)([O:25]C)OC.C1C[O:32][CH2:31][CH2:30]1. No catalyst specified. The product is [F:18][C:11]1[C:12]([CH:13]=[O:17])=[C:7]([B:22]([OH:25])[OH:27])[CH:8]=[CH:9][C:10]=1[O:32][CH2:31][CH3:30]. The yield is 0.860. (8) The reactants are [N+:1]([C:4]1[CH:5]=[N:6][N:7]([CH:9]2[CH2:14][CH2:13][O:12][CH2:11][CH2:10]2)[CH:8]=1)([O-])=O. The catalyst is CO.[Pd]. The product is [O:12]1[CH2:11][CH2:10][CH:9]([N:7]2[CH:8]=[C:4]([NH2:1])[CH:5]=[N:6]2)[CH2:14][CH2:13]1. The yield is 0.950. (9) The yield is 0.410. The product is [CH3:1][CH:2]1[CH:7]([CH3:8])[NH:6][CH2:5][CH2:4][N:3]1[C:28]([O:30][CH2:31][C:32]1[CH:37]=[CH:36][CH:35]=[CH:34][CH:33]=1)=[O:29]. The catalyst is O.C(O)C. The reactants are [CH3:1][C@H:2]1[C@H:7]([CH3:8])[NH:6][CH2:5][CH2:4][NH:3]1.C[C@H]1[C@@H](C)NCCN1.CS(O)(=O)=O.C([O-])(=O)C.[K+].Cl[C:28]([O:30][CH2:31][C:32]1[CH:37]=[CH:36][CH:35]=[CH:34][CH:33]=1)=[O:29]. (10) The reactants are [C:1]([C:5]1[N:10]=[C:9]([N:11]2[CH2:16][CH2:15][N:14]([CH2:17][CH2:18][CH2:19][CH2:20][NH2:21])[CH2:13][CH2:12]2)[CH:8]=[C:7]([C:22]([F:25])([F:24])[F:23])[N:6]=1)([CH3:4])([CH3:3])[CH3:2].C1N=CN([C:31]([N:33]2[CH:37]=N[CH:35]=[CH:34]2)=[O:32])C=1.[CH3:38][O:39][C:40]1[CH:41]=C2[C:46](=[CH:47][CH:48]=1)CNC2. The catalyst is C(Cl)(Cl)Cl.CO. The product is [C:1]([C:5]1[N:10]=[C:9]([N:11]2[CH2:16][CH2:15][N:14]([CH2:17][CH2:18][CH2:19][CH2:20][NH:21][C:31]([N:33]3[CH2:34][C:35]4[C:46](=[CH:47][CH:48]=[C:40]([O:39][CH3:38])[CH:41]=4)[CH2:37]3)=[O:32])[CH2:13][CH2:12]2)[CH:8]=[C:7]([C:22]([F:24])([F:25])[F:23])[N:6]=1)([CH3:4])([CH3:2])[CH3:3]. The yield is 0.430.